Dataset: Catalyst prediction with 721,799 reactions and 888 catalyst types from USPTO. Task: Predict which catalyst facilitates the given reaction. (1) Reactant: [Br:1][C:2]1[C:3](=[O:28])[N:4]([CH2:19][C:20]2[O:24][C:23]([C:25](O)=[O:26])=[CH:22][CH:21]=2)[C:5]([CH3:18])=[CH:6][C:7]=1[O:8][CH2:9][C:10]1[CH:15]=[CH:14][C:13]([F:16])=[CH:12][C:11]=1[F:17].CSC.B. Product: [Br:1][C:2]1[C:3](=[O:28])[N:4]([CH2:19][C:20]2[O:24][C:23]([CH2:25][OH:26])=[CH:22][CH:21]=2)[C:5]([CH3:18])=[CH:6][C:7]=1[O:8][CH2:9][C:10]1[CH:15]=[CH:14][C:13]([F:16])=[CH:12][C:11]=1[F:17]. The catalyst class is: 1. (2) Reactant: Cl[C:2]1[C:3]([NH:12][S:13]([C:16]2[CH:21]=[CH:20][CH:19]=[C:18]([N+:22]([O-:24])=[O:23])[CH:17]=2)(=[O:15])=[O:14])=[N:4][C:5]2[C:10]([N:11]=1)=[CH:9][CH:8]=[CH:7][CH:6]=2.[Cl:25][C:26]1[CH:31]=[C:30]([NH2:32])[CH:29]=[C:28]([Cl:33])[N:27]=1.CC1C=CC(C)=CC=1. Product: [Cl:25][C:26]1[CH:31]=[C:30]([NH:32][C:2]2[C:3]([NH:12][S:13]([C:16]3[CH:21]=[CH:20][CH:19]=[C:18]([N+:22]([O-:24])=[O:23])[CH:17]=3)(=[O:14])=[O:15])=[N:4][C:5]3[C:10]([N:11]=2)=[CH:9][CH:8]=[CH:7][CH:6]=3)[CH:29]=[C:28]([Cl:33])[N:27]=1. The catalyst class is: 4.